From a dataset of Peptide-MHC class I binding affinity with 185,985 pairs from IEDB/IMGT. Regression. Given a peptide amino acid sequence and an MHC pseudo amino acid sequence, predict their binding affinity value. This is MHC class I binding data. (1) The peptide sequence is TAIRAGYSI. The MHC is HLA-A02:03 with pseudo-sequence HLA-A02:03. The binding affinity (normalized) is 0.156. (2) The peptide sequence is TKDETREQL. The MHC is HLA-B57:01 with pseudo-sequence HLA-B57:01. The binding affinity (normalized) is 0.0847. (3) The peptide sequence is SSVQLSNNKY. The MHC is HLA-A11:01 with pseudo-sequence HLA-A11:01. The binding affinity (normalized) is 0.543. (4) The peptide sequence is RRFDTFKAF. The binding affinity (normalized) is 0.0847. The MHC is HLA-B08:03 with pseudo-sequence HLA-B08:03. (5) The peptide sequence is FLSFASLFL. The MHC is HLA-A24:02 with pseudo-sequence HLA-A24:02. The binding affinity (normalized) is 0.481. (6) The peptide sequence is HSYGIDLKSY. The MHC is HLA-A01:01 with pseudo-sequence HLA-A01:01. The binding affinity (normalized) is 0.594.